This data is from Forward reaction prediction with 1.9M reactions from USPTO patents (1976-2016). The task is: Predict the product of the given reaction. (1) Given the reactants [CH:1]1([N:6]2[CH2:12][C:11]([F:14])([F:13])[C:10](=[O:15])[N:9]([CH3:16])[C:8]3[CH:17]=[N:18][C:19]([NH:21][C:22]4[C:30]([O:31][CH3:32])=[CH:29][C:25]([C:26](O)=[O:27])=[C:24]([F:33])[CH:23]=4)=[N:20][C:7]2=3)[CH2:5][CH2:4][CH2:3][CH2:2]1.F[P-](F)(F)(F)(F)F.CN(C(N(C)C)=[N+]1C2C=CC=CC=2[N+]([O-])=N1)C.C(N(C(C)C)CC)(C)C.[NH2:67][CH:68]1[CH2:73][CH2:72][N:71]([CH2:74]C)[CH2:70][CH2:69]1, predict the reaction product. The product is: [CH:1]1([N:6]2[CH2:12][C:11]([F:14])([F:13])[C:10](=[O:15])[N:9]([CH3:16])[C:8]3[CH:17]=[N:18][C:19]([NH:21][C:22]4[C:30]([O:31][CH3:32])=[CH:29][C:25]([C:26]([NH:67][CH:68]5[CH2:73][CH2:72][N:71]([CH3:74])[CH2:70][CH2:69]5)=[O:27])=[C:24]([F:33])[CH:23]=4)=[N:20][C:7]2=3)[CH2:5][CH2:4][CH2:3][CH2:2]1. (2) Given the reactants [NH2:1][CH2:2][C:3]1[CH:8]=[C:7]([C:9]([F:12])([F:11])[F:10])[CH:6]=[CH:5][C:4]=1[NH2:13].CN1CCOCC1.[F:21][C:22]([F:36])([F:35])[C:23]1[CH:24]=[C:25]([CH:28]=[C:29]([C:31]([F:34])([F:33])[F:32])[CH:30]=1)[CH2:26]Br.C(O)(=O)C, predict the reaction product. The product is: [NH2:13][C:4]1[CH:5]=[CH:6][C:7]([C:9]([F:11])([F:12])[F:10])=[CH:8][C:3]=1[CH2:2][NH:1][CH2:26][C:25]1[CH:28]=[C:29]([C:31]([F:33])([F:34])[F:32])[CH:30]=[C:23]([C:22]([F:21])([F:35])[F:36])[CH:24]=1.